Dataset: Forward reaction prediction with 1.9M reactions from USPTO patents (1976-2016). Task: Predict the product of the given reaction. Given the reactants C(OC([NH:11][C@H:12]([CH2:22][CH3:23])/[CH:13]=[CH:14]/[C:15]([O:17][C:18]([CH3:21])([CH3:20])[CH3:19])=[O:16])=O)C1C=CC=CC=1.C(O)(=O)C, predict the reaction product. The product is: [C:15]([OH:17])(=[O:16])[CH3:14].[NH2:11][C@H:12]([CH2:22][CH3:23])[CH2:13][CH2:14][C:15]([O:17][C:18]([CH3:20])([CH3:19])[CH3:21])=[O:16].